Dataset: CYP1A2 inhibition data for predicting drug metabolism from PubChem BioAssay. Task: Regression/Classification. Given a drug SMILES string, predict its absorption, distribution, metabolism, or excretion properties. Task type varies by dataset: regression for continuous measurements (e.g., permeability, clearance, half-life) or binary classification for categorical outcomes (e.g., BBB penetration, CYP inhibition). Dataset: cyp1a2_veith. (1) The molecule is O=S(=O)(c1ccccc1)N1CCC2(CCN(c3ccccc3)CC2)CC1. The result is 1 (inhibitor). (2) The drug is Cc1ccc(-n2nc3ccc(NC(=O)c4ccc5c(c4)OCO5)cc3n2)cc1. The result is 0 (non-inhibitor). (3) The result is 1 (inhibitor). The compound is Cc1c(Cl)c([N+](=O)[O-])nn1Cc1ccc(C(=O)N/N=C\c2cc(Cl)ccc2O)o1. (4) The molecule is O=C(CSc1ccccc1C(=O)O)NCc1ccco1. The result is 0 (non-inhibitor).